Dataset: Reaction yield outcomes from USPTO patents with 853,638 reactions. Task: Predict the reaction yield, written as a fraction of the theoretical maximum amount of product (1.0 means a 100% yield; for example, 0.34 means a 34% yield). The reactants are [C:1]1([C:7]#[C:8][C:9]([OH:11])=O)[CH:6]=[CH:5][CH:4]=[CH:3][CH:2]=1.S(Cl)(Cl)=O.[CH2:16]([N:23]1[CH2:28][CH2:27][CH:26]([NH:29][C:30]2[CH:38]=[C:37]3[C:33]([CH2:34][CH2:35][N:36]3[C:39](=[O:41])[CH3:40])=[CH:32][CH:31]=2)[CH2:25][CH2:24]1)[C:17]1[CH:22]=[CH:21][CH:20]=[CH:19][CH:18]=1. The catalyst is C1(C)C=CC=CC=1. The product is [C:39]([N:36]1[C:37]2[C:33](=[CH:32][CH:31]=[C:30]([N:29]([CH:26]3[CH2:25][CH2:24][N:23]([CH2:16][C:17]4[CH:18]=[CH:19][CH:20]=[CH:21][CH:22]=4)[CH2:28][CH2:27]3)[C:9](=[O:11])[C:8]#[C:7][C:1]3[CH:2]=[CH:3][CH:4]=[CH:5][CH:6]=3)[CH:38]=2)[CH2:34][CH2:35]1)(=[O:41])[CH3:40]. The yield is 0.840.